This data is from Catalyst prediction with 721,799 reactions and 888 catalyst types from USPTO. The task is: Predict which catalyst facilitates the given reaction. (1) Reactant: [CH3:1][O:2][C:3]([C:5]1([CH3:26])[O:10][CH2:9][CH:8]([CH2:11][CH2:12][CH2:13][CH2:14][O:15][N:16]=[C:17]([C:19]2[CH:24]=[CH:23][C:22]([OH:25])=[CH:21][CH:20]=2)[CH3:18])[CH2:7][O:6]1)=[O:4].C(N(CC)CC)C.[CH3:34][S:35](Cl)(=[O:37])=[O:36]. Product: [CH3:1][O:2][C:3]([C:5]1([CH3:26])[O:10][CH2:9][CH:8]([CH2:11][CH2:12][CH2:13][CH2:14][O:15][N:16]=[C:17]([C:19]2[CH:20]=[CH:21][C:22]([O:25][S:35]([CH3:34])(=[O:37])=[O:36])=[CH:23][CH:24]=2)[CH3:18])[CH2:7][O:6]1)=[O:4]. The catalyst class is: 4. (2) Reactant: [Br:1][C:2]1[CH:8]=[CH:7][C:5]([NH2:6])=[C:4]([N+:9]([O-])=O)[CH:3]=1.Cl[Sn]Cl.[OH-].[Na+]. Product: [Br:1][C:2]1[CH:3]=[C:4]([NH2:9])[C:5]([NH2:6])=[CH:7][CH:8]=1. The catalyst class is: 14.